This data is from Reaction yield outcomes from USPTO patents with 853,638 reactions. The task is: Predict the reaction yield, written as a fraction of the theoretical maximum amount of product (1.0 means a 100% yield; for example, 0.34 means a 34% yield). (1) The reactants are Br[C:2]1[NH:3][C:4]2[C:9]([C:10]=1[CH:11]1[CH2:16][CH2:15][CH2:14][CH2:13][CH2:12]1)=[CH:8][CH:7]=[C:6]([C:17]([O:19][CH3:20])=[O:18])[CH:5]=2.[CH:21]([C:23]1[C:24]([O:32][CH3:33])=[C:25](B(O)O)[CH:26]=[CH:27][CH:28]=1)=[O:22].C([O-])([O-])=O.[Na+].[Na+]. The catalyst is O1CCOCC1.Cl[Pd](Cl)([P](C1C=CC=CC=1)(C1C=CC=CC=1)C1C=CC=CC=1)[P](C1C=CC=CC=1)(C1C=CC=CC=1)C1C=CC=CC=1. The product is [CH:11]1([C:10]2[C:9]3[C:4](=[CH:5][C:6]([C:17]([O:19][CH3:20])=[O:18])=[CH:7][CH:8]=3)[NH:3][C:2]=2[C:25]2[CH:26]=[CH:27][CH:28]=[C:23]([CH:21]=[O:22])[C:24]=2[O:32][CH3:33])[CH2:16][CH2:15][CH2:14][CH2:13][CH2:12]1. The yield is 0.770. (2) The reactants are [OH-].[K+].[C:3]([OH:11])(=[S:10])[C:4]1[CH:9]=[CH:8][CH:7]=[CH:6][CH:5]=1.[NH2:12]OS(O)(=O)=O.C1(N=C=O)C=CC=CC=1. The catalyst is O. The product is [C:3]([S:10][NH2:12])(=[O:11])[C:4]1[CH:9]=[CH:8][CH:7]=[CH:6][CH:5]=1. The yield is 0.600. (3) The reactants are Br[C:2]1[CH:7]=[C:6](F)[C:5]([N+:9]([O-])=O)=[CH:4][C:3]=1[F:12].[CH3:13][N:14]([CH3:18])[CH2:15][CH2:16][NH2:17].[NH:19](C(OC(C)(C)C)=O)[CH:20]([C:28](O)=O)[C:21]1[CH:26]=[CH:25][C:24]([Cl:27])=[CH:23][CH:22]=1.Cl[C:39]1[CH:44]=[CH:43][N:42]=[C:41]2[NH:45][CH:46]=[CH:47][C:40]=12. No catalyst specified. The product is [NH2:19][CH:20]([C:21]1[CH:22]=[CH:23][C:24]([Cl:27])=[CH:25][CH:26]=1)[C:28]1[N:17]([CH2:16][CH2:15][N:14]([CH3:18])[CH3:13])[C:6]2[CH:7]=[C:2]([C:39]3[CH:44]=[CH:43][N:42]=[C:41]4[NH:45][CH:46]=[CH:47][C:40]=34)[C:3]([F:12])=[CH:4][C:5]=2[N:9]=1. The yield is 0.960.